Dataset: Forward reaction prediction with 1.9M reactions from USPTO patents (1976-2016). Task: Predict the product of the given reaction. (1) Given the reactants [CH:1]1([NH:4][CH2:5][C:6]2[S:10][C:9](B(O)O)=[CH:8][CH:7]=2)[CH2:3][CH2:2]1.Br[C:15]1[CH:16]=[C:17]2[C:21](=[C:22]([C:24]([NH2:26])=[O:25])[CH:23]=1)[NH:20][CH:19]=[C:18]2[CH:27]1[CH2:32][CH2:31][N:30]([S:33]([CH2:36][CH3:37])(=[O:35])=[O:34])[CH2:29][CH2:28]1.C(=O)([O-])[O-].[K+].[K+], predict the reaction product. The product is: [CH:1]1([NH:4][CH2:5][C:6]2[S:10][C:9]([C:15]3[CH:16]=[C:17]4[C:21](=[C:22]([C:24]([NH2:26])=[O:25])[CH:23]=3)[NH:20][CH:19]=[C:18]4[CH:27]3[CH2:28][CH2:29][N:30]([S:33]([CH2:36][CH3:37])(=[O:34])=[O:35])[CH2:31][CH2:32]3)=[CH:8][CH:7]=2)[CH2:3][CH2:2]1. (2) Given the reactants Cl.[CH3:2][O:3][C:4](=[O:18])/[CH:5]=[CH:6]/[C:7]1[CH:12]=[CH:11][C:10]([C@@H:13]2[CH2:17][CH2:16][CH2:15][NH:14]2)=[CH:9][CH:8]=1.C(N(CC)CC)C.Cl.C(N=C=NCCCN(C)C)C.ON1C2C=CC=CC=2N=N1.[CH3:48][C:49]1[NH:50][C:51]2[C:56]([C:57]=1[CH2:58][C:59](O)=[O:60])=[CH:55][CH:54]=[CH:53][CH:52]=2, predict the reaction product. The product is: [CH3:2][O:3][C:4](=[O:18])/[CH:5]=[CH:6]/[C:7]1[CH:12]=[CH:11][C:10]([C@@H:13]2[CH2:17][CH2:16][CH2:15][N:14]2[C:59](=[O:60])[CH2:58][C:57]2[C:56]3[C:51](=[CH:52][CH:53]=[CH:54][CH:55]=3)[NH:50][C:49]=2[CH3:48])=[CH:9][CH:8]=1. (3) Given the reactants Br[C:2]1[C:3]([F:28])=[C:4]([N:8]2[CH:13]=[C:12]([O:14][CH3:15])[C:11](=[O:16])[C:10]([C:17]3[N:21]([C:22]4[CH:27]=[CH:26][CH:25]=[CH:24][CH:23]=4)[N:20]=[CH:19][CH:18]=3)=[N:9]2)[CH:5]=[CH:6][CH:7]=1.Cl.[F:30][C:31]1([F:35])[CH2:34][NH:33][CH2:32]1.O(C(C)(C)C)[Na].CC1(C)C2C(=C(P(C3C=CC=CC=3)C3C=CC=CC=3)C=CC=2)OC2C(P(C3C=CC=CC=3)C3C=CC=CC=3)=CC=CC1=2, predict the reaction product. The product is: [F:30][C:31]1([F:35])[CH2:34][N:33]([C:2]2[C:3]([F:28])=[C:4]([N:8]3[CH:13]=[C:12]([O:14][CH3:15])[C:11](=[O:16])[C:10]([C:17]4[N:21]([C:22]5[CH:27]=[CH:26][CH:25]=[CH:24][CH:23]=5)[N:20]=[CH:19][CH:18]=4)=[N:9]3)[CH:5]=[CH:6][CH:7]=2)[CH2:32]1. (4) Given the reactants [C:1]1(=[O:12])[C:6]2([CH2:11][CH2:10][CH2:9][CH2:8][CH2:7]2)[CH2:5][CH2:4][CH2:3][CH2:2]1.[Br:13]C1CC(C(C)C)CCC1=O, predict the reaction product. The product is: [Br:13][CH:2]1[CH2:3][CH2:4][CH2:5][C:6]2([CH2:7][CH2:8][CH2:9][CH2:10][CH2:11]2)[C:1]1=[O:12].